Dataset: Catalyst prediction with 721,799 reactions and 888 catalyst types from USPTO. Task: Predict which catalyst facilitates the given reaction. Reactant: [OH:1][CH:2]1[CH2:7][CH2:6][CH2:5][N:4]([C:8]([O:10][C:11]([CH3:14])([CH3:13])[CH3:12])=[O:9])[CH2:3]1.[S:15](Cl)([C:18]1[CH:24]=[CH:23][C:21]([CH3:22])=[CH:20][CH:19]=1)(=[O:17])=[O:16]. Product: [S:15]([O:1][CH:2]1[CH2:7][CH2:6][CH2:5][N:4]([C:8]([O:10][C:11]([CH3:14])([CH3:13])[CH3:12])=[O:9])[CH2:3]1)([C:18]1[CH:24]=[CH:23][C:21]([CH3:22])=[CH:20][CH:19]=1)(=[O:17])=[O:16]. The catalyst class is: 17.